Dataset: Forward reaction prediction with 1.9M reactions from USPTO patents (1976-2016). Task: Predict the product of the given reaction. (1) Given the reactants [C:1]1([C:7]#[C:8]/[CH:9]=[CH:10]/[CH2:11]O)[CH:6]=[CH:5][CH:4]=[CH:3][CH:2]=1.P(Br)(Br)[Br:14], predict the reaction product. The product is: [Br:14][CH2:11]/[CH:10]=[CH:9]/[C:8]#[C:7][C:1]1[CH:6]=[CH:5][CH:4]=[CH:3][CH:2]=1. (2) Given the reactants Cl[CH2:2][CH2:3][NH:4][C:5](=[O:10])[C:6]([CH3:9])([CH3:8])[CH3:7].CCN(C(C)C)C(C)C.Cl.[F:21][C:22]([F:39])([F:38])[C:23]1[CH:24]=[C:25]([S:29]([CH:32]2[CH2:37][CH2:36][NH:35][CH2:34][CH2:33]2)(=[O:31])=[O:30])[CH:26]=[CH:27][CH:28]=1, predict the reaction product. The product is: [F:39][C:22]([F:21])([F:38])[C:23]1[CH:24]=[C:25]([S:29]([CH:32]2[CH2:33][CH2:34][N:35]([CH2:2][CH2:3][NH:4][C:5](=[O:10])[C:6]([CH3:9])([CH3:8])[CH3:7])[CH2:36][CH2:37]2)(=[O:31])=[O:30])[CH:26]=[CH:27][CH:28]=1. (3) Given the reactants C([O-])(=O)C.[Na+].[CH3:6][O:7][C:8]1[CH:17]=[CH:16][C:11]([O:12][CH2:13][C:14]#[N:15])=[CH:10][CH:9]=1.Cl.[NH2:19][OH:20], predict the reaction product. The product is: [OH:20][NH:19][C:14](=[NH:15])[CH2:13][O:12][C:11]1[CH:16]=[CH:17][C:8]([O:7][CH3:6])=[CH:9][CH:10]=1.